Dataset: Reaction yield outcomes from USPTO patents with 853,638 reactions. Task: Predict the reaction yield, written as a fraction of the theoretical maximum amount of product (1.0 means a 100% yield; for example, 0.34 means a 34% yield). (1) The reactants are [CH3:1][O:2][C:3](=[O:15])[CH2:4][C:5]1[CH:6]=[C:7]2[C:12](=[CH:13][CH:14]=1)[N:11]=[CH:10][CH:9]=[CH:8]2.O.C(=O)([O-])[O-:18].[K+].[K+]. The catalyst is COCCOC. The product is [CH3:1][O:2][C:3](=[O:15])[CH2:4][C:5]1[CH:6]=[C:7]2[C:12](=[CH:13][CH:14]=1)[N:11]([OH:18])[CH2:10][CH:9]=[CH:8]2. The yield is 1.00. (2) The product is [CH3:1][S:2]([O:20][CH:17]1[CH2:18][CH2:19][C:14](=[O:13])[CH2:15][CH2:16]1)(=[O:4])=[O:3]. The yield is 0.980. The reactants are [CH3:1][S:2](Cl)(=[O:4])=[O:3].C(N(CC)CC)C.[OH:13][CH:14]1[CH2:19][CH2:18][C:17](=[O:20])[CH2:16][CH2:15]1. The catalyst is ClCCl. (3) The reactants are Br[C:2]1[CH:7]=[C:6]([N+:8]([O-:10])=[O:9])[CH:5]=[C:4]([Cl:11])[CH:3]=1.[Cl:12][C:13]1[CH:19]=[CH:18][C:16]([NH2:17])=[CH:15][CH:14]=1.C1C=CC(P(C2C(C3C(P(C4C=CC=CC=4)C4C=CC=CC=4)=CC=C4C=3C=CC=C4)=C3C(C=CC=C3)=CC=2)C2C=CC=CC=2)=CC=1.CC([O-])(C)C.[Na+]. The product is [Cl:11][C:4]1[CH:3]=[C:2]([CH:7]=[C:6]([N+:8]([O-:10])=[O:9])[CH:5]=1)[NH:17][C:16]1[CH:18]=[CH:19][C:13]([Cl:12])=[CH:14][CH:15]=1. The catalyst is C1(C)C=CC=CC=1. The yield is 0.540. (4) The reactants are Br[C:2]1[C:3]([C:15]2[CH:20]=[CH:19][C:18]([F:21])=[CH:17][CH:16]=2)=[N:4][N:5]([C:8]2[CH:13]=[CH:12][CH:11]=[CH:10][C:9]=2[CH3:14])[C:6]=1[NH2:7].[CH2:22](C([Sn])=C(CCCC)CCCC)[CH2:23]CC. The catalyst is C1(C)C=CC=CC=1.C1C=CC([P]([Pd]([P](C2C=CC=CC=2)(C2C=CC=CC=2)C2C=CC=CC=2)([P](C2C=CC=CC=2)(C2C=CC=CC=2)C2C=CC=CC=2)[P](C2C=CC=CC=2)(C2C=CC=CC=2)C2C=CC=CC=2)(C2C=CC=CC=2)C2C=CC=CC=2)=CC=1. The product is [F:21][C:18]1[CH:19]=[CH:20][C:15]([C:3]2[C:2]([CH:22]=[CH2:23])=[C:6]([NH2:7])[N:5]([C:8]3[CH:13]=[CH:12][CH:11]=[CH:10][C:9]=3[CH3:14])[N:4]=2)=[CH:16][CH:17]=1. The yield is 0.510. (5) The reactants are [F:1][C:2]1[CH:7]=[CH:6][C:5]([C:8]2[CH:16]=[C:15]3[C:11]([CH:12]=[CH:13][NH:14]3)=[CH:10][CH:9]=2)=[CH:4][CH:3]=1.[C:17]([O:21][C:22](O[C:22]([O:21][C:17]([CH3:20])([CH3:19])[CH3:18])=[O:23])=[O:23])([CH3:20])([CH3:19])[CH3:18]. The catalyst is C1COCC1.CN(C1C=CN=CC=1)C. The product is [F:1][C:2]1[CH:7]=[CH:6][C:5]([C:8]2[CH:16]=[C:15]3[C:11]([CH:12]=[CH:13][N:14]3[C:22]([O:21][C:17]([CH3:20])([CH3:19])[CH3:18])=[O:23])=[CH:10][CH:9]=2)=[CH:4][CH:3]=1. The yield is 0.790. (6) The product is [Br:21][C:22]1[CH:27]=[CH:26][N:25]=[C:24]([CH2:28][C:29]([NH:1][C:2]2[N:7]=[N:6][C:5]([CH2:8][CH2:9][CH2:10][CH2:11][N:12]3[CH:16]=[C:15]([C:17]([NH:19][CH3:20])=[O:18])[N:14]=[N:13]3)=[CH:4][CH:3]=2)=[O:30])[CH:23]=1. The catalyst is CN(C=O)C.CCOC(C)=O.O. The reactants are [NH2:1][C:2]1[N:7]=[N:6][C:5]([CH2:8][CH2:9][CH2:10][CH2:11][N:12]2[CH:16]=[C:15]([C:17]([NH:19][CH3:20])=[O:18])[N:14]=[N:13]2)=[CH:4][CH:3]=1.[Br:21][C:22]1[CH:27]=[CH:26][N:25]=[C:24]([CH2:28][C:29](O)=[O:30])[CH:23]=1.C(P1(=O)OP(CCC)(=O)OP(CCC)(=O)O1)CC.CCN(C(C)C)C(C)C. The yield is 0.400. (7) The reactants are ClC(Cl)(Cl)C([N:5]1[CH2:10][CH2:9][N:8]([C:11]2[CH:16]=[C:15]([S:17]([N:20]3[C:28]4[C:23](=[CH:24][CH:25]=[C:26]([F:29])[CH:27]=4)[CH:22]=[CH:21]3)(=[O:19])=[O:18])[CH:14]=[CH:13][C:12]=2[O:30][CH2:31][C:32]([F:35])([F:34])[F:33])[CH2:7][CH2:6]1)=O.[OH-].[K+]. The catalyst is C1COCC1. The product is [F:29][C:26]1[CH:27]=[C:28]2[C:23]([CH:22]=[CH:21][N:20]2[S:17]([C:15]2[CH:14]=[CH:13][C:12]([O:30][CH2:31][C:32]([F:33])([F:34])[F:35])=[C:11]([N:8]3[CH2:7][CH2:6][NH:5][CH2:10][CH2:9]3)[CH:16]=2)(=[O:19])=[O:18])=[CH:24][CH:25]=1. The yield is 0.970. (8) No catalyst specified. The reactants are Br[C:2]1[CH:3]=[C:4]([O:9][C:10]2[C:11]([F:35])=[C:12]([CH2:17][NH:18][C:19]([C:21]3[N:25]([CH2:26][O:27][CH2:28][CH2:29][Si:30]([CH3:33])([CH3:32])[CH3:31])[CH:24]=[N:23][C:22]=3[Cl:34])=[O:20])[CH:13]=[CH:14][C:15]=2[Cl:16])[CH:5]=[C:6]([Cl:8])[CH:7]=1.[CH2:36](O)[CH2:37]C. The yield is 0.840. The product is [Cl:34][C:22]1[N:23]=[CH:24][N:25]([CH2:26][O:27][CH2:28][CH2:29][Si:30]([CH3:33])([CH3:32])[CH3:31])[C:21]=1[C:19]([NH:18][CH2:17][C:12]1[CH:13]=[CH:14][C:15]([Cl:16])=[C:10]([O:9][C:4]2[CH:3]=[C:2]([CH:36]=[CH2:37])[CH:7]=[C:6]([Cl:8])[CH:5]=2)[C:11]=1[F:35])=[O:20]. (9) The reactants are [CH3:1][C:2]1[CH:11]=[C:10]([N:12]2[CH2:16][CH2:15][CH2:14][CH2:13]2)[C:9]2[C:4](=[CH:5][C:6]([C:17]#[N:18])=[CH:7][CH:8]=2)[N:3]=1.[OH:19]O.[OH-].[Na+]. The product is [CH3:1][C:2]1[CH:11]=[C:10]([N:12]2[CH2:16][CH2:15][CH2:14][CH2:13]2)[C:9]2[C:4](=[CH:5][C:6]([C:17]([NH2:18])=[O:19])=[CH:7][CH:8]=2)[N:3]=1. The yield is 0.600. The catalyst is ClCCl.S([O-])(O)(=O)=O.C([N+](CCCC)(CCCC)CCCC)CCC.